The task is: Regression. Given a target protein amino acid sequence and a drug SMILES string, predict the binding affinity score between them. We predict pIC50 (pIC50 = -log10(IC50 in M); higher means more potent). Dataset: bindingdb_ic50.. This data is from Drug-target binding data from BindingDB using IC50 measurements. (1) The compound is NC1=N[C@H](O)[C@H]2[C@H]3O[C@]4(O)O[C@@H]([C@@H](O)[C@@]2(N1)[C@@H]4O)[C@]3(O)CO. The target protein (Q9UI33) has sequence MDDRCYPVIFPDERNFRPFTSDSLAAIEKRIAIQKEKKKSKDQTGEVPQPRPQLDLKASRKLPKLYGDIPRELIGKPLEDLDPFYRNHKTFMVLNRKRTIYRFSAKHALFIFGPFNSIRSLAIRVSVHSLFSMFIIGTVIINCVFMATGPAKNSNSNNTDIAECVFTGIYIFEALIKILARGFILDEFSFLRDPWNWLDSIVIGIAIVSYIPGITIKLLPLRTFRVFRALKAISVVSRLKVIVGALLRSVKKLVNVIILTFFCLSIFALVGQQLFMGSLNLKCISRDCKNISNPEAYDHCFEKKENSPEFKMCGIWMGNSACSIQYECKHTKINPDYNYTNFDNFGWSFLAMFRLMTQDSWEKLYQQTLRTTGLYSVFFFIVVIFLGSFYLINLTLAVVTMAYEEQNKNVAAEIEAKEKMFQEAQQLLKEEKEALVAMGIDRSSLTSLETSYFTPKKRKLFGNKKRKSFFLRESGKDQPPGSDSDEDCQKKPQLLEQTKR.... The pIC50 is 7.5. (2) The drug is COc1ccc(-c2c(C)c3cc(Br)ccc3oc2=S)cc1OC. The target is SSSEEGLTCRGIPNSISI. The pIC50 is 4.2.